From a dataset of Forward reaction prediction with 1.9M reactions from USPTO patents (1976-2016). Predict the product of the given reaction. (1) The product is: [N:5]1[CH:6]=[CH:7][C:2]([C:15]2[CH:16]=[CH:17][C:12]([C:10]([O:9][CH3:8])=[O:11])=[CH:13][CH:14]=2)=[CH:3][CH:4]=1. Given the reactants Br[C:2]1[CH:7]=[CH:6][N:5]=[CH:4][CH:3]=1.[CH3:8][O:9][C:10]([C:12]1[CH:17]=[CH:16][C:15](OB(O)O)=[CH:14][CH:13]=1)=[O:11], predict the reaction product. (2) Given the reactants [N:1]1[NH:2][N:3]=[N:4][C:5]=1[CH:6]1[CH2:11][CH2:10][N:9](C(OC(C)(C)C)=O)[CH2:8][CH2:7]1.[C:19]1(P(C2C=CC=CC=2)C2C=CC=CC=2)C=CC=CC=1.N(C(OC(C)C)=O)=NC(OC(C)C)=O.CO, predict the reaction product. The product is: [CH3:19][N:2]1[N:3]=[N:4][C:5]([CH:6]2[CH2:11][CH2:10][NH:9][CH2:8][CH2:7]2)=[N:1]1. (3) Given the reactants [F:1][C:2]1[CH:3]=[CH:4][C:5]([O:26][CH3:27])=[C:6]([C:8]2[CH:13]=[CH:12][N:11]=[C:10]3[NH:14][C:15]([C:17]4[CH2:22][CH2:21][CH:20]([C:23](O)=[O:24])[CH2:19][CH:18]=4)=[CH:16][C:9]=23)[CH:7]=1.Cl.CN(C)CCCN=C=NCC.O.N1(O)C2C=CC=CC=2N=N1.C(N(C(C)C)C(C)C)C.[C:60]1([CH2:66][NH2:67])[CH:65]=[CH:64][CH:63]=[CH:62][CH:61]=1, predict the reaction product. The product is: [CH2:66]([NH:67][C:23]([CH:20]1[CH2:21][CH2:22][C:17]([C:15]2[NH:14][C:10]3=[N:11][CH:12]=[CH:13][C:8]([C:6]4[CH:7]=[C:2]([F:1])[CH:3]=[CH:4][C:5]=4[O:26][CH3:27])=[C:9]3[CH:16]=2)=[CH:18][CH2:19]1)=[O:24])[C:60]1[CH:65]=[CH:64][CH:63]=[CH:62][CH:61]=1. (4) Given the reactants Br[C:2]1[C:7]([N+:8]([O-:10])=[O:9])=[CH:6][CH:5]=[C:4]([Br:11])[N:3]=1.[N:12]1([CH2:18][CH2:19][CH2:20][NH2:21])[CH2:17][CH2:16][CH2:15][CH2:14][CH2:13]1, predict the reaction product. The product is: [Br:11][C:4]1[N:3]=[C:2]([NH:21][CH2:20][CH2:19][CH2:18][N:12]2[CH2:17][CH2:16][CH2:15][CH2:14][CH2:13]2)[C:7]([N+:8]([O-:10])=[O:9])=[CH:6][CH:5]=1. (5) The product is: [O:10]1[C:9]2[CH:8]=[CH:7][C:5]([NH:6][CH:11]=[O:12])=[CH:4][C:3]=2[O:2][CH2:1]1. Given the reactants [CH2:1]1[O:10][C:9]2[CH:8]=[CH:7][C:5]([NH2:6])=[CH:4][C:3]=2[O:2]1.[CH:11](O)=[O:12], predict the reaction product. (6) Given the reactants Br[C:2]1[N:6]=[C:5]([N:7]2[CH2:12][CH2:11][CH:10]([NH:13][C:14](=[O:20])[O:15][CH2:16][CH:17]([CH3:19])[CH3:18])[CH2:9][CH2:8]2)[S:4][N:3]=1.CC1(C)C(C)(C)OB([C:29]2[CH:34]=[CH:33][CH:32]=[CH:31][C:30]=2[OH:35])O1.C([O-])([O-])=O.[K+].[K+].CC#N, predict the reaction product. The product is: [OH:35][C:30]1[CH:31]=[CH:32][CH:33]=[CH:34][C:29]=1[C:2]1[N:6]=[C:5]([N:7]2[CH2:12][CH2:11][CH:10]([NH:13][C:14](=[O:20])[O:15][CH2:16][CH:17]([CH3:19])[CH3:18])[CH2:9][CH2:8]2)[S:4][N:3]=1. (7) Given the reactants [CH2:1]([O:6][C:7]1[C:8]([C:12]2[CH:13]=[N:14][CH:15]=[CH:16][CH:17]=2)=[N:9][NH:10][CH:11]=1)[CH2:2][CH2:3][CH2:4][CH3:5].[CH3:18]SC1C(C2C=NC=CC=2)=NNC=1, predict the reaction product. The product is: [CH2:1]([O:6][C:7]1[C:8]([C:12]2[CH2:13][N:14]([CH3:18])[CH2:15][CH2:16][CH:17]=2)=[N:9][NH:10][CH:11]=1)[CH2:2][CH2:3][CH2:4][CH3:5].